From a dataset of Catalyst prediction with 721,799 reactions and 888 catalyst types from USPTO. Predict which catalyst facilitates the given reaction. (1) Reactant: C([O:5][C:6](=[O:27])[CH2:7][O:8][C:9]1[C:14]([CH:15]2[CH2:18][CH2:17][CH2:16]2)=[CH:13][CH:12]=[C:11]([C:19]2[CH:24]=[N:23][C:22]([NH2:25])=[CH:21][N:20]=2)[C:10]=1[F:26])(C)(C)C. Product: [NH2:25][C:22]1[N:23]=[CH:24][C:19]([C:11]2[C:10]([F:26])=[C:9]([C:14]([CH:15]3[CH2:16][CH2:17][CH2:18]3)=[CH:13][CH:12]=2)[O:8][CH2:7][C:6]([OH:27])=[O:5])=[N:20][CH:21]=1. The catalyst class is: 106. (2) Reactant: [CH3:1][C:2]([CH3:32])=[CH:3][C@H:4]([C:10]1[CH:15]=[CH:14][C:13]([O:16][CH2:17][C:18]2[CH:27]=[CH:26][C:25]3[C:24]([CH3:29])([CH3:28])[CH2:23][CH2:22][C:21]([CH3:31])([CH3:30])[C:20]=3[CH:19]=2)=[CH:12][CH:11]=1)[CH2:5][C:6]([O:8]C)=[O:7].[OH-].[Na+]. Product: [CH3:1][C:2]([CH3:32])=[CH:3][C@H:4]([C:10]1[CH:15]=[CH:14][C:13]([O:16][CH2:17][C:18]2[CH:27]=[CH:26][C:25]3[C:24]([CH3:29])([CH3:28])[CH2:23][CH2:22][C:21]([CH3:31])([CH3:30])[C:20]=3[CH:19]=2)=[CH:12][CH:11]=1)[CH2:5][C:6]([OH:8])=[O:7]. The catalyst class is: 315.